This data is from Catalyst prediction with 721,799 reactions and 888 catalyst types from USPTO. The task is: Predict which catalyst facilitates the given reaction. Product: [NH2:12][C:10]1[S:11][C:7]2[C:6]([N:13]([CH3:14])[C:26](=[O:25])[CH3:27])=[CH:5][CH:4]=[C:21]([O:23][CH3:16])[C:22]=2[N:9]=1. The catalyst class is: 4. Reactant: COC1C2[N:9]=[C:10]([NH2:12])[S:11][C:7]=2[C:6]([NH:13][CH3:14])=[CH:5][CH:4]=1.N1C=CC=C[CH:16]=1.[C:21](Cl)(=[O:23])[CH3:22].[O:25]1CC[CH2:27][CH2:26]1.